Dataset: Reaction yield outcomes from USPTO patents with 853,638 reactions. Task: Predict the reaction yield, written as a fraction of the theoretical maximum amount of product (1.0 means a 100% yield; for example, 0.34 means a 34% yield). The reactants are Cl[C:2]1[CH:7]=[C:6]([N:8]2[CH2:13][CH2:12][O:11][CH2:10][CH2:9]2)[N:5]2[N:14]=[C:15]([C:17]3[CH:21]=[C:20]([CH3:22])[O:19][N:18]=3)[CH:16]=[C:4]2[N:3]=1.O.[NH2:24][NH2:25]. The catalyst is O1CCOCC1. The product is [CH3:22][C:20]1[O:19][N:18]=[C:17]([C:15]2[CH:16]=[C:4]3[N:3]=[C:2]([NH:24][NH2:25])[CH:7]=[C:6]([N:8]4[CH2:13][CH2:12][O:11][CH2:10][CH2:9]4)[N:5]3[N:14]=2)[CH:21]=1. The yield is 0.260.